From a dataset of Catalyst prediction with 721,799 reactions and 888 catalyst types from USPTO. Predict which catalyst facilitates the given reaction. (1) Reactant: [C:1]([O:5][C:6](=[O:16])[NH:7][C:8]1[S:9][CH:10]=[C:11]([CH2:13][O:14][CH3:15])[N:12]=1)([CH3:4])([CH3:3])[CH3:2].C([Li])CCC.[CH3:22][S:23]SC. Product: [C:1]([O:5][C:6](=[O:16])[NH:7][C:8]1[S:9][C:10]([S:23][CH3:22])=[C:11]([CH2:13][O:14][CH3:15])[N:12]=1)([CH3:4])([CH3:3])[CH3:2]. The catalyst class is: 1. (2) Reactant: [OH-].[Na+].C(O[C:6]([C:8]1[C:9]([C:24]([F:27])([F:26])[F:25])=[N:10][C:11]2[N:12]([C:14]([C:17]3[CH:22]=[CH:21][CH:20]=[C:19]([Cl:23])[CH:18]=3)=[CH:15][N:16]=2)[CH:13]=1)=[O:7])C.C(Cl)CCl.C1[CH:33]=[CH:34][C:35]2N(O)N=[N:38][C:36]=2C=1.[O:42]1CCC[CH2:44][CH:43]1CN.C(N(CC)CC)C. Product: [O:42]1[CH2:33][CH2:34][CH:35]([CH2:36][NH:38][C:6]([C:8]2[C:9]([C:24]([F:27])([F:26])[F:25])=[N:10][C:11]3[N:12]([C:14]([C:17]4[CH:22]=[CH:21][CH:20]=[C:19]([Cl:23])[CH:18]=4)=[CH:15][N:16]=3)[CH:13]=2)=[O:7])[CH2:44][CH2:43]1. The catalyst class is: 36. (3) Reactant: [C:1]1([C:7]([C:9]2[CH:10]=[N:11][C:12]3[C:17]([C:18]=2[C:19]2[CH:24]=[CH:23][CH:22]=[CH:21][CH:20]=2)=[CH:16][CH:15]=[CH:14][C:13]=3[C:25]([F:28])([F:27])[F:26])=[O:8])[CH:6]=[CH:5][CH:4]=[CH:3][CH:2]=1.[CH3:29][Mg]Br. Product: [C:1]1([C:7]([C:9]2[CH:10]=[N:11][C:12]3[C:17]([C:18]=2[C:19]2[CH:20]=[CH:21][CH:22]=[CH:23][CH:24]=2)=[CH:16][CH:15]=[CH:14][C:13]=3[C:25]([F:28])([F:26])[F:27])([OH:8])[CH3:29])[CH:6]=[CH:5][CH:4]=[CH:3][CH:2]=1. The catalyst class is: 1.